Dataset: Forward reaction prediction with 1.9M reactions from USPTO patents (1976-2016). Task: Predict the product of the given reaction. (1) Given the reactants [S:1]1[CH:5]=[N:4][N:3]=[C:2]1[NH2:6].Cl[C:8]([O:10][C:11]1[CH:16]=[CH:15][CH:14]=[CH:13][CH:12]=1)=[O:9].O, predict the reaction product. The product is: [S:1]1[CH:5]=[N:4][N:3]=[C:2]1[NH:6][C:8](=[O:9])[O:10][C:11]1[CH:16]=[CH:15][CH:14]=[CH:13][CH:12]=1. (2) Given the reactants [C:1]([O-])(=O)C.[NH2:5][C:6]1[CH:11]=[C:10]([NH2:12])[C:9]([C:13]#[N:14])=[CH:8][NH+:7]=1.C(O)=O.[Cl:18][C:19]1[CH:26]=[CH:25][C:22]([CH2:23][NH2:24])=[CH:21][CH:20]=1.[CH3:27][S:28]([OH:31])(=[O:30])=[O:29], predict the reaction product. The product is: [S:28]([OH:31])(=[O:30])(=[O:29])[CH3:27].[NH2:5][C:6]1[N:7]=[CH:8][C:9]2[C:13]([NH:24][CH2:23][C:22]3[CH:25]=[CH:26][C:19]([Cl:18])=[CH:20][CH:21]=3)=[N:14][CH:1]=[N:12][C:10]=2[CH:11]=1. (3) Given the reactants [C:1]([C:3]1[CH:4]=[C:5]2[C:9](=[CH:10][CH:11]=1)[NH:8][CH:7]=[CH:6]2)#[N:2].[C:12]([O:16][C:17]([N:19]1[C@@H:23]([CH3:24])[CH2:22]OS1(=O)=O)=[O:18])([CH3:15])([CH3:14])[CH3:13], predict the reaction product. The product is: [C:12]([O:16][C:17](=[O:18])[NH:19][C@@H:23]([CH3:22])[CH2:24][N:8]1[C:9]2[C:5](=[CH:4][C:3]([C:1]#[N:2])=[CH:11][CH:10]=2)[CH:6]=[CH:7]1)([CH3:15])([CH3:14])[CH3:13]. (4) Given the reactants C[O:2][C:3]1[CH:12]=[CH:11][C:10]2[C:9](=[O:13])[N:8]([C:14]3[CH:15]=[N:16][CH:17]=[C:18]([O:20][CH3:21])[CH:19]=3)[CH2:7][CH2:6][C:5]=2[N:4]=1, predict the reaction product. The product is: [OH:2][C:3]1[CH:12]=[CH:11][C:10]2[C:9](=[O:13])[N:8]([C:14]3[CH:15]=[N:16][CH:17]=[C:18]([O:20][CH3:21])[CH:19]=3)[CH2:7][CH2:6][C:5]=2[N:4]=1. (5) Given the reactants [Br:1][C:2]1[CH:3]=[C:4]2[C:8](=[C:9]([CH2:11][O:12][CH2:13][C:14]3([C:27]4[CH:32]=[CH:31][CH:30]=[CH:29][CH:28]=4)[CH2:19][CH2:18][N:17](C(OC(C)(C)C)=O)[CH2:16][CH2:15]3)[CH:10]=1)[N:7](COCC[Si](C)(C)C)[N:6]=[CH:5]2, predict the reaction product. The product is: [Br:1][C:2]1[CH:3]=[C:4]2[C:8](=[C:9]([CH2:11][O:12][CH2:13][C:14]3([C:27]4[CH:28]=[CH:29][CH:30]=[CH:31][CH:32]=4)[CH2:15][CH2:16][NH:17][CH2:18][CH2:19]3)[CH:10]=1)[NH:7][N:6]=[CH:5]2. (6) The product is: [Cl:37][C:6]1[CH:5]=[C:4]([CH:9]=[CH:8][C:7]=1[C:10]1[C:33](=[O:34])[N:32]([CH2:35][CH3:36])[C:13]2[N:14]=[C:15]([NH:18][C:19]3[CH:20]=[CH:21][C:22]([N:25]4[CH2:26][CH2:27][N:28]([CH3:31])[CH2:29][CH2:30]4)=[CH:23][CH:24]=3)[N:16]=[CH:17][C:12]=2[CH:11]=1)[C:3]([NH:40][NH2:41])=[O:39]. Given the reactants CO[C:3](=O)[C:4]1[CH:9]=[CH:8][C:7]([C:10]2[C:33](=[O:34])[N:32]([CH2:35][CH3:36])[C:13]3[N:14]=[C:15]([NH:18][C:19]4[CH:24]=[CH:23][C:22]([N:25]5[CH2:30][CH2:29][N:28]([CH3:31])[CH2:27][CH2:26]5)=[CH:21][CH:20]=4)[N:16]=[CH:17][C:12]=3[CH:11]=2)=[C:6]([Cl:37])[CH:5]=1.[OH2:39].[NH2:40][NH2:41], predict the reaction product. (7) Given the reactants Cl[C:2]1[C:11]2[C:6](=[CH:7][CH:8]=[CH:9][CH:10]=2)[CH:5]=[N:4][N:3]=1.C1C=C2C=NNC(=O)C2=CC=1.[Cl:23][C:24]1[CH:30]=[CH:29][C:27]([NH2:28])=[CH:26][CH:25]=1, predict the reaction product. The product is: [Cl:23][C:24]1[CH:30]=[CH:29][C:27]([NH:28][C:2]2[C:11]3[C:6](=[CH:7][CH:8]=[CH:9][CH:10]=3)[CH:5]=[N:4][N:3]=2)=[CH:26][CH:25]=1.